Predict the product of the given reaction. From a dataset of Forward reaction prediction with 1.9M reactions from USPTO patents (1976-2016). Given the reactants Cl[C:2]1[CH:7]=[C:6]([C:8]#[N:9])[N:5]=[C:4]([CH2:10][CH2:11][C:12]([O:14][CH2:15][CH3:16])=[O:13])[CH:3]=1.[CH3:17][S-:18].[Na+], predict the reaction product. The product is: [C:8]([C:6]1[N:5]=[C:4]([CH2:10][CH2:11][C:12]([O:14][CH2:15][CH3:16])=[O:13])[CH:3]=[C:2]([S:18][CH3:17])[CH:7]=1)#[N:9].